From a dataset of Catalyst prediction with 721,799 reactions and 888 catalyst types from USPTO. Predict which catalyst facilitates the given reaction. (1) Reactant: [OH-].[K+].[N+:3]([C:6]1[CH:7]=[N:8][NH:9][CH:10]=1)([O-:5])=[O:4].Br[CH2:12][C:13]([OH:15])=[O:14]. Product: [N+:3]([C:6]1[CH:7]=[N:8][N:9]([CH2:12][C:13]([OH:15])=[O:14])[CH:10]=1)([O-:5])=[O:4]. The catalyst class is: 283. (2) Reactant: [Cl-].[CH3:2][O:3][CH2:4][P+](C1C=CC=CC=1)(C1C=CC=CC=1)C1C=CC=CC=1.CC(C)([O-])C.[K+].[CH3:30][C:31]1[CH:35]=[C:34]([C:36]2[CH:41]=[CH:40][C:39]([C:42]([F:45])([F:44])[F:43])=[CH:38][CH:37]=2)[S:33][C:32]=1[C:46](=O)[CH3:47]. Product: [CH3:2][O:3][CH:4]=[C:46]([C:32]1[S:33][C:34]([C:36]2[CH:41]=[CH:40][C:39]([C:42]([F:45])([F:44])[F:43])=[CH:38][CH:37]=2)=[CH:35][C:31]=1[CH3:30])[CH3:47]. The catalyst class is: 247. (3) Reactant: [NH2:1][C:2]1[C:7]([C:8]#[N:9])=[C:6]([NH:10][C@H:11]([C:13]2[N:18]=[C:17]3[CH:19]=[CH:20][N:21]([CH3:22])[C:16]3=[CH:15][C:14]=2[N:23]2[CH2:28][CH2:27][O:26][CH2:25][CH2:24]2)[CH3:12])[N:5]=[C:4](S(C)(=O)=O)[N:3]=1.[OH-:33].[Na+]. Product: [NH2:1][C:2]1[C:7]([C:8]#[N:9])=[C:6]([NH:10][C@H:11]([C:13]2[N:18]=[C:17]3[CH:19]=[CH:20][N:21]([CH3:22])[C:16]3=[CH:15][C:14]=2[N:23]2[CH2:28][CH2:27][O:26][CH2:25][CH2:24]2)[CH3:12])[N:5]=[C:4]([OH:33])[N:3]=1. The catalyst class is: 1. (4) Reactant: [H-].[Na+].[C:3]([C:5]1[CH:6]=[C:7]([OH:11])[CH:8]=[CH:9][CH:10]=1)#[N:4].[Cl:12][C:13]1[CH:29]=[C:28]([Cl:30])[CH:27]=[CH:26][C:14]=1[CH2:15][NH:16][C:17](=[O:25])[C:18]1[CH:23]=[CH:22][N:21]=[C:20](F)[CH:19]=1. Product: [C:3]([C:5]1[CH:6]=[C:7]([CH:8]=[CH:9][CH:10]=1)[O:11][C:20]1[CH:19]=[C:18]([CH:23]=[CH:22][N:21]=1)[C:17]([NH:16][CH2:15][C:14]1[CH:26]=[CH:27][C:28]([Cl:30])=[CH:29][C:13]=1[Cl:12])=[O:25])#[N:4]. The catalyst class is: 80. (5) Reactant: [NH2:1][C:2]1[CH:10]=[CH:9][C:8]([OH:11])=[CH:7][C:3]=1[C:4]([OH:6])=O.O=S(Cl)Cl.[Cl:16][C:17]1[CH:23]=[CH:22][CH:21]=[CH:20][C:18]=1[NH2:19].C(Cl)(Cl)Cl. Product: [NH2:1][C:2]1[CH:10]=[CH:9][C:8]([OH:11])=[CH:7][C:3]=1[C:4]([NH:19][C:18]1[CH:20]=[CH:21][CH:22]=[CH:23][C:17]=1[Cl:16])=[O:6]. The catalyst class is: 48. (6) Reactant: [NH2:1][C@@H:2]([CH2:6][C:7]1[CH:8]=[N:9][C:10]([Br:13])=[CH:11][CH:12]=1)[C:3]([NH2:5])=[O:4].[C:14]([O:18][C:19]([N:21]1[CH2:26][CH2:25][CH2:24][CH2:23][C@H:22]1[C:27](O)=[O:28])=[O:20])([CH3:17])([CH3:16])[CH3:15].C(N(CC)CC)C. Product: [NH2:5][C:3](=[O:4])[C@@H:2]([NH:1][C:27]([C@@H:22]1[CH2:23][CH2:24][CH2:25][CH2:26][N:21]1[C:19]([O:18][C:14]([CH3:17])([CH3:16])[CH3:15])=[O:20])=[O:28])[CH2:6][C:7]1[CH:8]=[N:9][C:10]([Br:13])=[CH:11][CH:12]=1. The catalyst class is: 39.